Dataset: Forward reaction prediction with 1.9M reactions from USPTO patents (1976-2016). Task: Predict the product of the given reaction. (1) Given the reactants [NH2:1][C:2]1[CH:16]=[CH:15][CH:14]=[CH:13][C:3]=1[CH2:4][NH:5][C:6]1[CH:7]=[C:8]([OH:12])[CH:9]=[CH:10][CH:11]=1.[C:17](O)(C(F)(F)F)=O, predict the reaction product. The product is: [OH:12][C:8]1[CH:7]=[C:6]([N:5]2[CH2:4][C:3]3[C:2](=[CH:16][CH:15]=[CH:14][CH:13]=3)[N:1]=[CH:17]2)[CH:11]=[CH:10][CH:9]=1. (2) Given the reactants [Br:1][C:2]1[CH:6]=[C:5]([NH:7][CH2:8][CH:9]2[O:13][CH2:12][CH2:11][O:10]2)[S:4][C:3]=1[C:14]#[N:15].[H-].[Na+].[CH2:18](I)[CH2:19][CH3:20], predict the reaction product. The product is: [Br:1][C:2]1[CH:6]=[C:5]([N:7]([CH2:8][CH:9]2[O:13][CH2:12][CH2:11][O:10]2)[CH2:18][CH2:19][CH3:20])[S:4][C:3]=1[C:14]#[N:15].